From a dataset of Forward reaction prediction with 1.9M reactions from USPTO patents (1976-2016). Predict the product of the given reaction. (1) The product is: [CH3:37][O:36][C:33]1[CH:34]=[CH:35][C:30]([CH2:29][O:28][CH2:27][C@@H:26]([N:13]2[CH2:12][C@@H:11]([CH3:39])[C@H:10]([CH2:9][N:7]([CH3:8])[C:6](=[O:48])[O:5][C:1]([CH3:4])([CH3:3])[CH3:2])[O:40][C:16]3[C:17]([N+:21]([O-:23])=[O:22])=[CH:18][CH:19]=[CH:20][C:15]=3[C:14]2=[O:25])[CH3:38])=[CH:31][CH:32]=1. Given the reactants [C:1]([O:5][C:6](=[O:48])[N:7]([CH2:9][C@H:10]([O:40][Si](C(C)(C)C)(C)C)[C@H:11]([CH3:39])[CH2:12][N:13]([C@@H:26]([CH3:38])[CH2:27][O:28][CH2:29][C:30]1[CH:35]=[CH:34][C:33]([O:36][CH3:37])=[CH:32][CH:31]=1)[C:14](=[O:25])[C:15]1[CH:20]=[CH:19][CH:18]=[C:17]([N+:21]([O-:23])=[O:22])[C:16]=1F)[CH3:8])([CH3:4])([CH3:3])[CH3:2].[F-].[Cs+].C(Cl)(Cl)Cl, predict the reaction product. (2) Given the reactants [Br:1][C:2]1[N:3]=[C:4]([C:10]([F:13])([F:12])[F:11])[S:5][C:6]=1[C:7](=O)[CH3:8].[NH2:14][C:15]1[CH:20]=[C:19]([C:21]([F:24])([F:23])[F:22])[CH:18]=[CH:17][N:16]=1.N1C2C(=CC=C3C=2N=CC=C3)C=CC=1, predict the reaction product. The product is: [Br:1][C:2]1[N:3]=[C:4]([C:10]([F:13])([F:12])[F:11])[S:5][C:6]=1[C:7]1[N:14]=[C:15]2[CH:20]=[C:19]([C:21]([F:23])([F:22])[F:24])[CH:18]=[CH:17][N:16]2[CH:8]=1. (3) Given the reactants [Br:1][C:2]1[CH:3]=[C:4]([CH:8]=[CH:9][C:10]=1[OH:11])[C:5](O)=[O:6].C(Cl)CCl.C1C=CC2N(O)N=[N:22][C:20]=2C=1.Cl.CN, predict the reaction product. The product is: [Br:1][C:2]1[CH:3]=[C:4]([CH:8]=[CH:9][C:10]=1[OH:11])[C:5]([NH:22][CH3:20])=[O:6]. (4) The product is: [CH2:16]([O:15][C:12]1[CH:11]=[CH:10][C:9]([CH3:8])=[N:14][CH:13]=1)[C:17]1[CH:22]=[CH:21][CH:20]=[CH:19][CH:18]=1. Given the reactants [H-].[Na+].CN(C)C=O.[CH3:8][C:9]1[N:14]=[CH:13][C:12]([OH:15])=[CH:11][CH:10]=1.[CH2:16](Cl)[C:17]1[CH:22]=[CH:21][CH:20]=[CH:19][CH:18]=1, predict the reaction product. (5) Given the reactants [C:1]1([N:7]2[CH2:12][CH2:11][CH:10]([C:13]([OH:15])=O)[CH2:9][CH2:8]2)[CH:6]=[CH:5][CH:4]=[CH:3][CH:2]=1.BrC1C=CC=CC=1.[NH2:23][C:24]1[C:33]2[C:28](=[CH:29][CH:30]=[CH:31][CH:32]=2)[N:27]=[CH:26][N:25]=1, predict the reaction product. The product is: [N:27]1[C:28]2[C:33](=[CH:32][CH:31]=[CH:30][CH:29]=2)[C:24]([NH:23][C:13]([CH:10]2[CH2:9][CH2:8][N:7]([C:1]3[CH:2]=[CH:3][CH:4]=[CH:5][CH:6]=3)[CH2:12][CH2:11]2)=[O:15])=[N:25][CH:26]=1. (6) Given the reactants [CH2:1]([C@@H:8]1[CH2:13][N:12](CC2C=CC=CC=2)[CH2:11][CH2:10][N:9]1[C:21]([C:23]1[N:24]=[CH:25][N:26]([C@H:34]2[CH2:39][CH2:38][CH2:37][CH2:36][C@@H:35]2[NH:40][C:41](=[O:45])[O:42][CH2:43][CH3:44])[C:27]=1[C:28]1[CH:33]=[CH:32][CH:31]=[CH:30][CH:29]=1)=[O:22])[C:2]1[CH:7]=[CH:6][CH:5]=[CH:4][CH:3]=1, predict the reaction product. The product is: [CH2:1]([C@@H:8]1[CH2:13][NH:12][CH2:11][CH2:10][N:9]1[C:21]([C:23]1[N:24]=[CH:25][N:26]([C@H:34]2[CH2:39][CH2:38][CH2:37][CH2:36][C@@H:35]2[NH:40][C:41](=[O:45])[O:42][CH2:43][CH3:44])[C:27]=1[C:28]1[CH:33]=[CH:32][CH:31]=[CH:30][CH:29]=1)=[O:22])[C:2]1[CH:7]=[CH:6][CH:5]=[CH:4][CH:3]=1.